Dataset: Reaction yield outcomes from USPTO patents with 853,638 reactions. Task: Predict the reaction yield, written as a fraction of the theoretical maximum amount of product (1.0 means a 100% yield; for example, 0.34 means a 34% yield). (1) The reactants are Br[C:2]1[CH:7]=[CH:6][C:5]([F:8])=[CH:4][C:3]=1[CH3:9].[C:10]([Cu])#[N:11]. The catalyst is CN(C=O)C.O. The product is [F:8][C:5]1[CH:6]=[CH:7][C:2]([C:10]#[N:11])=[C:3]([CH3:9])[CH:4]=1. The yield is 0.600. (2) The reactants are C1(O[C:8](=[O:19])[NH:9][C:10]2[N:11]=[CH:12][N:13]([CH:15]3[CH2:18][CH2:17][CH2:16]3)[CH:14]=2)C=CC=CC=1.[NH2:20][C:21]1[CH:30]=[CH:29][CH:28]=[C:27]2[C:22]=1[CH:23]=[CH:24][N:25]=[CH:26]2. The catalyst is O1CCOCC1.CN(C=O)C. The product is [CH:15]1([N:13]2[CH:14]=[C:10]([NH:9][C:8]([NH:20][C:21]3[CH:30]=[CH:29][CH:28]=[C:27]4[C:22]=3[CH:23]=[CH:24][N:25]=[CH:26]4)=[O:19])[N:11]=[CH:12]2)[CH2:16][CH2:17][CH2:18]1. The yield is 0.520. (3) The reactants are Cl[C:2]1[N:7]=[C:6]([CH:8]([CH:11]2[N:15]([CH2:16][CH3:17])[C:14]3[CH:18]=[CH:19][CH:20]=[CH:21][C:13]=3[NH:12]2)[C:9]#[N:10])[C:5]([CH3:22])=[CH:4][N:3]=1.[CH2:23]([NH2:25])[CH3:24]. No catalyst specified. The product is [CH2:23]([NH:25][C:2]1[N:7]=[C:6](/[C:8](=[C:11]2\[NH:12][C:13]3[CH:21]=[CH:20][CH:19]=[CH:18][C:14]=3[N:15]\2[CH2:16][CH3:17])/[C:9]#[N:10])[C:5]([CH3:22])=[CH:4][N:3]=1)[CH3:24]. The yield is 0.760. (4) The reactants are [N:1]([CH2:4][CH2:5][O:6][C:7]1[CH:12]=[CH:11][C:10]([C:13]2[N:14]([CH2:26][CH3:27])[C:15]3[C:20]([C:21]=2[C:22]#[N:23])=[CH:19][CH:18]=[C:17]([O:24][CH3:25])[CH:16]=3)=[CH:9][CH:8]=1)=[N+]=[N-].Cl. The catalyst is [Pd].CO. The product is [NH2:1][CH2:4][CH2:5][O:6][C:7]1[CH:12]=[CH:11][C:10]([C:13]2[N:14]([CH2:26][CH3:27])[C:15]3[C:20]([C:21]=2[C:22]#[N:23])=[CH:19][CH:18]=[C:17]([O:24][CH3:25])[CH:16]=3)=[CH:9][CH:8]=1. The yield is 0.780. (5) The reactants are CC(C)(C)OC([NH:6][CH2:7][C:8]1[CH:26]=[CH:25][C:11]2[N:12]([C:19]3[CH:24]=[CH:23][CH:22]=[CH:21][CH:20]=3)[CH2:13][CH2:14][O:15][CH:16]([CH3:18])[CH2:17][C:10]=2[CH:9]=1)=O.C(O)(C(F)(F)F)=O. The catalyst is O. The product is [CH3:18][CH:16]1[CH2:17][C:10]2[CH:9]=[C:8]([CH2:7][NH2:6])[CH:26]=[CH:25][C:11]=2[N:12]([C:19]2[CH:24]=[CH:23][CH:22]=[CH:21][CH:20]=2)[CH2:13][CH2:14][O:15]1. The yield is 0.600.